Dataset: Catalyst prediction with 721,799 reactions and 888 catalyst types from USPTO. Task: Predict which catalyst facilitates the given reaction. (1) Reactant: [CH2:1]([O:3][C:4]([N:6]1[C:15]2[C:10](=[N:11][C:12]([O:16][CH3:17])=[CH:13][CH:14]=2)[C@@H:9]([NH:18][C:19]2[N:24]=[C:23]([CH2:25][C:26]3[CH:31]=[C:30]([C:32]([F:35])([F:34])[F:33])[CH:29]=[C:28]([C:36]([F:39])([F:38])[F:37])[CH:27]=3)[C:22]([CH2:40][OH:41])=[CH:21][N:20]=2)[CH2:8][C@H:7]1[CH2:42][CH3:43])=[O:5])[CH3:2].[OH-].[Na+].[C:46]([O:50][C:51](=[O:54])[CH:52]=[CH2:53])([CH3:49])([CH3:48])[CH3:47]. Product: [CH2:1]([O:3][C:4]([N:6]1[C:15]2[C:10](=[N:11][C:12]([O:16][CH3:17])=[CH:13][CH:14]=2)[C@@H:9]([NH:18][C:19]2[N:24]=[C:23]([CH2:25][C:26]3[CH:27]=[C:28]([C:36]([F:37])([F:38])[F:39])[CH:29]=[C:30]([C:32]([F:35])([F:33])[F:34])[CH:31]=3)[C:22]([CH2:40][O:41][CH2:53][CH2:52][C:51]([O:50][C:46]([CH3:49])([CH3:48])[CH3:47])=[O:54])=[CH:21][N:20]=2)[CH2:8][C@H:7]1[CH2:42][CH3:43])=[O:5])[CH3:2]. The catalyst class is: 16. (2) The catalyst class is: 36. Product: [CH3:34][C:5]([O:7][C:8]1[CH:13]=[CH:12][C:11]([O:14][CH2:15][C:16]2[N:17]([CH3:32])[N:18]=[C:19]([C:21]3[CH:26]=[CH:25][C:24]([O:27][C:28]([F:30])([F:29])[F:31])=[CH:23][CH:22]=3)[CH:20]=2)=[CH:10][C:9]=1[CH3:33])([CH3:6])[C:4]([OH:35])=[O:3]. Reactant: C([O:3][C:4](=[O:35])[C:5]([CH3:34])([O:7][C:8]1[CH:13]=[CH:12][C:11]([O:14][CH2:15][C:16]2[N:17]([CH3:32])[N:18]=[C:19]([C:21]3[CH:26]=[CH:25][C:24]([O:27][C:28]([F:31])([F:30])[F:29])=[CH:23][CH:22]=3)[CH:20]=2)=[CH:10][C:9]=1[CH3:33])[CH3:6])C.[Li+].[OH-]. (3) Product: [F:1][C:2]1[CH:7]=[C:6]([CH:5]=[CH:4][C:3]=1[O:11][CH2:12][CH2:13][O:14][CH3:15])[NH2:8]. The catalyst class is: 190. Reactant: [F:1][C:2]1[CH:7]=[C:6]([N+:8]([O-])=O)[CH:5]=[CH:4][C:3]=1[O:11][CH2:12][CH2:13][O:14][CH3:15].[Cl-].[NH4+]. (4) Reactant: [NH3:1].[CH2:2]([O:4][C:5]([C:7]1[C:8]2[S:16][CH:15]=[C:14]([CH2:17][O:18][C:19]3[CH:24]=[CH:23][C:22]([C:25]([O:27][C:28]([CH3:31])([CH3:30])[CH3:29])=[O:26])=[CH:21][CH:20]=3)[C:9]=2[C:10](Cl)=[N:11][CH:12]=1)=[O:6])[CH3:3]. Product: [CH2:2]([O:4][C:5]([C:7]1[C:8]2[S:16][CH:15]=[C:14]([CH2:17][O:18][C:19]3[CH:24]=[CH:23][C:22]([C:25]([O:27][C:28]([CH3:31])([CH3:30])[CH3:29])=[O:26])=[CH:21][CH:20]=3)[C:9]=2[C:10]([NH2:1])=[N:11][CH:12]=1)=[O:6])[CH3:3]. The catalyst class is: 12. (5) Reactant: [NH2:1][C:2]1[CH:7]=[CH:6][C:5]([Cl:8])=[CH:4][C:3]=1[CH:9]([C:11]1[CH:16]=[CH:15][CH:14]=[C:13]([C:17]([F:20])([F:19])[F:18])[C:12]=1[O:21][CH3:22])[OH:10].[CH3:23][O:24][C:25]1[CH:32]=[C:31]([O:33][CH3:34])[CH:30]=[CH:29][C:26]=1[CH:27]=O.[BH4-].[Na+]. Product: [Cl:8][C:5]1[CH:6]=[CH:7][C:2]([NH:1][CH2:27][C:26]2[CH:29]=[CH:30][C:31]([O:33][CH3:34])=[CH:32][C:25]=2[O:24][CH3:23])=[C:3]([CH:9]([C:11]2[CH:16]=[CH:15][CH:14]=[C:13]([C:17]([F:18])([F:19])[F:20])[C:12]=2[O:21][CH3:22])[OH:10])[CH:4]=1. The catalyst class is: 15.